This data is from Forward reaction prediction with 1.9M reactions from USPTO patents (1976-2016). The task is: Predict the product of the given reaction. (1) The product is: [NH2:29][C:30]1[N:31]=[C:32]([C:52]2[CH:53]=[CH:54][C:55]([F:58])=[CH:56][CH:57]=2)[C:33]2[C:42](=[O:43])[C:41]3[C:36](=[C:37]([C:16]4[CH:17]=[CH:18][C:19]([N:22]5[CH2:23][CH2:24][NH:25][CH2:26][CH2:27]5)=[CH:20][CH:21]=4)[CH:38]=[CH:39][CH:40]=3)[C:34]=2[N:35]=1. Given the reactants O1CCOCC1.O.CC1(C)C(C)(C)OB([C:16]2[CH:21]=[CH:20][C:19]([N:22]3[CH2:27][CH2:26][NH:25][CH2:24][CH2:23]3)=[CH:18][CH:17]=2)O1.[NH2:29][C:30]1[N:31]=[C:32]([C:52]2[CH:57]=[CH:56][C:55]([F:58])=[CH:54][CH:53]=2)[C:33]2[C:42](=[O:43])[C:41]3[C:36](=[C:37](OS(C(F)(F)F)(=O)=O)[CH:38]=[CH:39][CH:40]=3)[C:34]=2[N:35]=1.C([O-])([O-])=O.[K+].[K+], predict the reaction product. (2) Given the reactants [I:1][C:2]1[C:3]([C:14]2[N:15]=[N:16][NH:17][N:18]=2)=[N:4][C:5]([S:12][CH3:13])=[N:6][C:7]=1[C:8]([F:11])([F:10])[F:9].[CH:19]1C=CC=CC=1.C[Si](C=[N+]=[N-])(C)C, predict the reaction product. The product is: [I:1][C:2]1[C:3]([C:14]2[N:15]=[N:16][N:17]([CH3:19])[N:18]=2)=[N:4][C:5]([S:12][CH3:13])=[N:6][C:7]=1[C:8]([F:11])([F:10])[F:9]. (3) The product is: [CH2:8]([O:7][C:5]([NH:4][C:3]1[CH:10]=[CH:11][C:12]([C:14]([CH3:17])([CH3:16])[CH3:15])=[CH:13][C:2]=1[F:1])=[O:6])[CH3:9]. Given the reactants [F:1][C:2]1[CH:13]=[CH:12][CH:11]=[CH:10][C:3]=1[NH:4][C:5]([O:7][CH2:8][CH3:9])=[O:6].[C:14](O)([CH3:17])([CH3:16])[CH3:15].CCCCCC, predict the reaction product.